From a dataset of Full USPTO retrosynthesis dataset with 1.9M reactions from patents (1976-2016). Predict the reactants needed to synthesize the given product. (1) The reactants are: [CH2:1]([O:3][C:4]([C:6]1[C:7]([C:20]([F:23])([F:22])[F:21])=[N:8][N:9]([CH2:11][C:12]2[CH:17]=[CH:16][C:15]([CH2:18]Cl)=[CH:14][CH:13]=2)[CH:10]=1)=[O:5])[CH3:2].[OH:24][C:25]1[CH:30]=[CH:29][CH:28]=[CH:27][N:26]=1.C(=O)([O-])[O-].[K+].[K+]. Given the product [CH2:1]([O:3][C:4]([C:6]1[C:7]([C:20]([F:23])([F:22])[F:21])=[N:8][N:9]([CH2:11][C:12]2[CH:17]=[CH:16][C:15]([CH2:18][N:26]3[CH:27]=[CH:28][CH:29]=[CH:30][C:25]3=[O:24])=[CH:14][CH:13]=2)[CH:10]=1)=[O:5])[CH3:2], predict the reactants needed to synthesize it. (2) The reactants are: [NH2:1][C:2]1[CH:3]=[CH:4][C:5]([CH3:21])=[C:6]([C:8]2[CH:13]=[CH:12][C:11]([C:14]([NH:16][CH2:17][CH:18]3[CH2:20][CH2:19]3)=[O:15])=[CH:10][CH:9]=2)[CH:7]=1.[CH:22]1([C:27](O)=[O:28])[CH2:26][CH2:25][CH2:24][CH2:23]1. Given the product [CH:18]1([CH2:17][NH:16][C:14]([C:11]2[CH:12]=[CH:13][C:8]([C:6]3[C:5]([CH3:21])=[CH:4][CH:3]=[C:2]([NH:1][C:27]([CH:22]4[CH2:26][CH2:25][CH2:24][CH2:23]4)=[O:28])[CH:7]=3)=[CH:9][CH:10]=2)=[O:15])[CH2:20][CH2:19]1, predict the reactants needed to synthesize it. (3) The reactants are: [CH2:1]([O:8][CH2:9][CH:10]1[CH2:15]COC(C)(C)O1)[C:2]1[CH:7]=[CH:6][CH:5]=[CH:4][CH:3]=1.Cl.[C:19](=O)(O)[O-:20].[Na+].C[OH:25]. Given the product [CH2:1]([O:8][CH2:9][CH:10]([CH2:15][OH:25])[CH2:19][OH:20])[C:2]1[CH:3]=[CH:4][CH:5]=[CH:6][CH:7]=1, predict the reactants needed to synthesize it.